Dataset: Reaction yield outcomes from USPTO patents with 853,638 reactions. Task: Predict the reaction yield, written as a fraction of the theoretical maximum amount of product (1.0 means a 100% yield; for example, 0.34 means a 34% yield). (1) The reactants are Br[C:2]1[CH:7]=[CH:6][C:5]([Cl:8])=[CH:4][C:3]=1[N+:9]([O-:11])=[O:10].[CH3:12][O:13][C:14]1[CH:19]=[CH:18][C:17]([OH:20])=[CH:16][CH:15]=1.C([O-])([O-])=O.[K+].[K+].O. The catalyst is CN(C=O)C. The product is [Cl:8][C:5]1[CH:6]=[CH:7][C:2]([O:20][C:17]2[CH:18]=[CH:19][C:14]([O:13][CH3:12])=[CH:15][CH:16]=2)=[C:3]([N+:9]([O-:11])=[O:10])[CH:4]=1. The yield is 0.670. (2) The reactants are Cl.[C:2]([N:5]1[CH2:9][CH2:8][CH2:7][C@H:6]1[C:10](O)=[O:11])(=[O:4])[CH3:3].[CH2:13]([C@H:20]1[CH2:24][NH:23][C@H:22]([C:25]([NH:27][C:28]2[CH:33]=[CH:32][C:31]([O:34][C:35]3[CH:40]=[CH:39][C:38]([F:41])=[CH:37][CH:36]=3)=[CH:30][CH:29]=2)=[O:26])[CH2:21]1)[C:14]1[CH:19]=[CH:18][CH:17]=[CH:16][CH:15]=1. No catalyst specified. The product is [C:2]([N:5]1[CH2:9][CH2:8][CH2:7][C@H:6]1[C:10]([N:23]1[CH2:24][C@H:20]([CH2:13][C:14]2[CH:15]=[CH:16][CH:17]=[CH:18][CH:19]=2)[CH2:21][C@H:22]1[C:25]([NH:27][C:28]1[CH:33]=[CH:32][C:31]([O:34][C:35]2[CH:36]=[CH:37][C:38]([F:41])=[CH:39][CH:40]=2)=[CH:30][CH:29]=1)=[O:26])=[O:11])(=[O:4])[CH3:3]. The yield is 0.362. (3) The reactants are C[O:2][C:3]([C:5]1[S:6][C:7]([C:27]#[C:28][C:29]([CH3:32])([CH3:31])[CH3:30])=[CH:8][C:9]=1[N:10]1[C@H:15]([CH:16]2[CH2:21][CH2:20][CH2:19][CH2:18][CH2:17]2)[CH2:14][O:13][C@H:12]([CH2:22][C@H:23]([OH:25])[CH3:24])[C:11]1=[O:26])=[O:4].O[Li].O. The catalyst is C1COCC1.CO.O. The product is [CH:16]1([C@H:15]2[N:10]([C:9]3[CH:8]=[C:7]([C:27]#[C:28][C:29]([CH3:32])([CH3:31])[CH3:30])[S:6][C:5]=3[C:3]([OH:4])=[O:2])[C:11](=[O:26])[C@@H:12]([CH2:22][C@H:23]([OH:25])[CH3:24])[O:13][CH2:14]2)[CH2:17][CH2:18][CH2:19][CH2:20][CH2:21]1. The yield is 0.930. (4) The yield is 0.710. The product is [Br:1][C:2]1[CH:3]=[C:4]2[C:8](=[CH:9][CH:10]=1)[NH:7][CH2:6][CH2:5]2. The catalyst is C(O)(=O)C.O. The reactants are [Br:1][C:2]1[CH:3]=[C:4]2[C:8](=[CH:9][CH:10]=1)[NH:7][CH:6]=[CH:5]2.[BH3-]C#N.[Na+]. (5) The reactants are [NH2:1][C:2]1[CH:11]=[C:10]2[C:5]([CH2:6][CH2:7][N:8]([C:12](=[O:14])[CH3:13])[CH2:9]2)=[CH:4][CH:3]=1.[C:15](O[C:15]([O:17][C:18]([CH3:21])([CH3:20])[CH3:19])=[O:16])([O:17][C:18]([CH3:21])([CH3:20])[CH3:19])=[O:16].C(N(CC)CC)C. The catalyst is C1COCC1.O. The product is [C:12]([N:8]1[CH2:7][CH2:6][C:5]2[C:10](=[CH:11][C:2]([NH:1][C:15](=[O:16])[O:17][C:18]([CH3:21])([CH3:20])[CH3:19])=[CH:3][CH:4]=2)[CH2:9]1)(=[O:14])[CH3:13]. The yield is 0.460. (6) The reactants are [CH2:1]=[CH:2][C@@H:3]1[C@@H:8]2[CH2:9][C@@H:10]([C@H:11]([OH:22])[C:12]3[CH:13]=[CH:14][N:15]=[C:16]4[CH:21]=[CH:20][CH:19]=[CH:18][C:17]=34)[N:5]([CH2:6][CH2:7]2)[CH2:4]1.[NH:23]1[C:31]2[C:26](=[CH:27][CH:28]=[CH:29][CH:30]=2)[C:25]([CH:32]([C:37]([OH:39])=[O:38])[CH2:33][C:34]([OH:36])=[O:35])=[CH:24]1. The catalyst is C(O)C. The product is [NH:23]1[C:31]2[C:26](=[CH:27][CH:28]=[CH:29][CH:30]=2)[C:25]([C@@H:32]([C:37]([OH:39])=[O:38])[CH2:33][C:34]([OH:36])=[O:35])=[CH:24]1.[CH2:1]=[CH:2][C@@H:3]1[C@@H:8]2[CH2:9][C@@H:10]([C@H:11]([OH:22])[C:12]3[CH:13]=[CH:14][N:15]=[C:16]4[CH:21]=[CH:20][CH:19]=[CH:18][C:17]=34)[N:5]([CH2:6][CH2:7]2)[CH2:4]1. The yield is 0.131.